From a dataset of Forward reaction prediction with 1.9M reactions from USPTO patents (1976-2016). Predict the product of the given reaction. (1) Given the reactants Br[C@@H:2]([CH2:8][N:9]([CH2:19][C@@H:20](Br)[C:21]([O:23][CH2:24][CH3:25])=[O:22])[S:10]([C:13]1[CH:18]=[CH:17][CH:16]=[CH:15][CH:14]=1)(=[O:12])=[O:11])[C:3]([O:5][CH2:6][CH3:7])=[O:4].[CH2:27]([NH2:34])[C:28]1[CH:33]=[CH:32][CH:31]=[CH:30][CH:29]=1, predict the reaction product. The product is: [CH2:27]([N:34]1[C@H:2]([C:3]([O:5][CH2:6][CH3:7])=[O:4])[CH2:8][N:9]([S:10]([C:13]2[CH:18]=[CH:17][CH:16]=[CH:15][CH:14]=2)(=[O:12])=[O:11])[CH2:19][C@@H:20]1[C:21]([O:23][CH2:24][CH3:25])=[O:22])[C:28]1[CH:33]=[CH:32][CH:31]=[CH:30][CH:29]=1. (2) Given the reactants [CH:1]1[CH:2]=[CH:3][N:4]2[CH2:10][CH2:9][C:8]3[CH:11]=[CH:12][CH:13]=[CH:14][C:7]=3[C:6](=O)[C:5]=12.[Li][CH:17]([Si](C)(C)C)[B:18]([O-:20])[O-:19].CN(CCN(C)C)C.[CH3:33][CH:34]1[CH2:39]CCN(C)[C:35]1([CH3:42])[CH3:41], predict the reaction product. The product is: [CH3:33][C:34]1([CH3:39])[C:35]([CH3:42])([CH3:41])[O:20][B:18](/[CH:17]=[C:1]2/[CH:2]=[CH:3][N:4]3[CH2:10][CH2:9][C:8]4[CH:11]=[CH:12][CH:13]=[CH:14][C:7]=4[CH2:6][CH:5]/23)[O:19]1. (3) The product is: [Cl:39][C:33]1[CH:34]=[CH:35][CH:36]=[C:37]([F:38])[C:32]=1[C:9]1[C:8]([C:6]2[O:7][C:1]([CH3:2])=[N:4][N:5]=2)=[C:12]([C:13]2[CH:14]=[N:15][N:16]([C:22]3[CH:23]=[C:24]([NH:28][C:29](=[O:31])[CH3:30])[CH:25]=[CH:26][CH:27]=3)[C:17]=2[C:18]([F:20])([F:19])[F:21])[O:11][N:10]=1. Given the reactants [C:1]([NH:4][NH:5][C:6]([C:8]1[C:9]([C:32]2[C:37]([F:38])=[CH:36][CH:35]=[CH:34][C:33]=2[Cl:39])=[N:10][O:11][C:12]=1[C:13]1[CH:14]=[N:15][N:16]([C:22]2[CH:23]=[C:24]([NH:28][C:29](=[O:31])[CH3:30])[CH:25]=[CH:26][CH:27]=2)[C:17]=1[C:18]([F:21])([F:20])[F:19])=[O:7])(=O)[CH3:2].C(OC(=O)C)(=O)C, predict the reaction product. (4) Given the reactants [N:1]1[CH:6]=[CH:5][CH:4]=[CH:3][C:2]=1[C:7]1[N:8]=[C:9]([NH:15][C:16]2[N:21]=[CH:20][CH:19]=[CH:18][N:17]=2)[S:10][C:11]=1[C:12]([OH:14])=O.[ClH:22].CN.F[P-](F)(F)(F)(F)F.[N:32]1(O[P+](N(C)C)(N(C)C)N(C)C)[C:36]2C=CC=CC=2N=N1.C(N(CC)CC)C, predict the reaction product. The product is: [ClH:22].[CH3:36][NH:32][C:12]([C:11]1[S:10][C:9]([NH:15][C:16]2[N:21]=[CH:20][CH:19]=[CH:18][N:17]=2)=[N:8][C:7]=1[C:2]1[CH:3]=[CH:4][CH:5]=[CH:6][N:1]=1)=[O:14]. (5) Given the reactants CC(C)([O-])C.[Na+].Br[C:8]1[CH:13]=[CH:12][C:11]([Cl:14])=[CH:10][CH:9]=1.[CH3:15][C:16](=[O:21])[C:17]([CH3:20])([CH3:19])[CH3:18].[Cl-].[NH4+], predict the reaction product. The product is: [Cl:14][C:11]1[CH:12]=[CH:13][C:8]([CH2:15][C:16](=[O:21])[C:17]([CH3:20])([CH3:19])[CH3:18])=[CH:9][CH:10]=1. (6) Given the reactants C(OC(=O)[NH:7][CH:8]([C:10]1[CH:15]=[C:14]([CH:16]=[CH2:17])[C:13]([NH:18][S:19]([CH3:22])(=[O:21])=[O:20])=[C:12]([F:23])[CH:11]=1)[CH3:9])(C)(C)C.C1(C)C=CC=CC=1, predict the reaction product. The product is: [NH2:7][CH:8]([C:10]1[CH:15]=[C:14]([CH:16]=[CH2:17])[C:13]([NH:18][S:19]([CH3:22])(=[O:21])=[O:20])=[C:12]([F:23])[CH:11]=1)[CH3:9]. (7) Given the reactants [NH2:1][C:2]1[S:3][C:4]2[CH:10]=[C:9]([O:11][C:12]3[CH:13]=[C:14]([CH:28]=[CH:29][CH:30]=3)[C:15]([NH:17][C:18]3[CH:23]=[CH:22][C:21]([C:24]([F:27])([F:26])[F:25])=[CH:20][CH:19]=3)=[O:16])[CH:8]=[CH:7][C:5]=2[N:6]=1.Cl[CH2:32][C:33](Cl)=[O:34].C(N(C(C)C)C(C)C)C.[CH3:45][N:46]1[CH2:51][CH2:50][NH:49][CH2:48][CH2:47]1, predict the reaction product. The product is: [CH3:45][N:46]1[CH2:51][CH2:50][N:49]([CH2:32][C:33]([NH:1][C:2]2[S:3][C:4]3[CH:10]=[C:9]([O:11][C:12]4[CH:13]=[C:14]([CH:28]=[CH:29][CH:30]=4)[C:15]([NH:17][C:18]4[CH:19]=[CH:20][C:21]([C:24]([F:27])([F:25])[F:26])=[CH:22][CH:23]=4)=[O:16])[CH:8]=[CH:7][C:5]=3[N:6]=2)=[O:34])[CH2:48][CH2:47]1. (8) Given the reactants [Br:1][C:2]1[CH:3]=[C:4]([CH:20]=[CH:21][CH:22]=1)[CH2:5][C:6]1[CH:7]=[C:8]([CH:11]([C:13]2[C:14]([Cl:19])=[N:15][CH:16]=[N:17][CH:18]=2)[OH:12])[S:9][CH:10]=1.CC(OI1(OC(C)=O)(OC(C)=O)OC(=O)C2C=CC=CC1=2)=O, predict the reaction product. The product is: [Br:1][C:2]1[CH:3]=[C:4]([CH:20]=[CH:21][CH:22]=1)[CH2:5][C:6]1[CH:7]=[C:8]([C:11]([C:13]2[C:14]([Cl:19])=[N:15][CH:16]=[N:17][CH:18]=2)=[O:12])[S:9][CH:10]=1. (9) Given the reactants [NH2:1][OH:2].[N:3]1[CH:8]=[CH:7][CH:6]=[C:5]([S:9](Cl)(=[O:11])=[O:10])[CH:4]=1, predict the reaction product. The product is: [OH:2][NH:1][S:9]([C:5]1[CH:4]=[N:3][CH:8]=[CH:7][CH:6]=1)(=[O:11])=[O:10]. (10) Given the reactants [Cl:1][C:2]1[CH:3]=[C:4]([CH:24]=[CH:25][CH:26]=1)[CH2:5][O:6][C:7]1[CH:16]=[C:15]2[C:10]([CH2:11][CH:12]([CH2:18][C:19]([O:21][CH2:22][CH3:23])=[O:20])[C:13](=[O:17])[NH:14]2)=[CH:9][CH:8]=1.ClC1C(=O)C(C#N)=C(C#N)C(=O)C=1Cl.C([O-])(O)=O.[Na+], predict the reaction product. The product is: [Cl:1][C:2]1[CH:3]=[C:4]([CH:24]=[CH:25][CH:26]=1)[CH2:5][O:6][C:7]1[CH:16]=[C:15]2[C:10]([CH:11]=[C:12]([CH2:18][C:19]([O:21][CH2:22][CH3:23])=[O:20])[C:13](=[O:17])[NH:14]2)=[CH:9][CH:8]=1.